From a dataset of Full USPTO retrosynthesis dataset with 1.9M reactions from patents (1976-2016). Predict the reactants needed to synthesize the given product. (1) Given the product [CH2:22]([NH:26][C:2]1[CH:11]=[CH:10][C:9]2[C:4](=[C:5]([N+:12]([O-:14])=[O:13])[CH:6]=[CH:7][CH:8]=2)[N:3]=1)[CH2:23][CH2:24][CH3:25], predict the reactants needed to synthesize it. The reactants are: Cl[C:2]1[CH:11]=[CH:10][C:9]2[C:4](=[C:5]([N+:12]([O-:14])=[O:13])[CH:6]=[CH:7][CH:8]=2)[N:3]=1.CO.C(OCC)C.[CH2:22]([NH2:26])[CH2:23][CH2:24][CH3:25]. (2) Given the product [Br:1][C:2]1[CH:3]=[CH:4][C:5]([Cl:11])=[C:6]([CH:10]=1)[C:7]([Cl:15])=[O:8], predict the reactants needed to synthesize it. The reactants are: [Br:1][C:2]1[CH:3]=[CH:4][C:5]([Cl:11])=[C:6]([CH:10]=1)[C:7](O)=[O:8].C(Cl)(=O)C([Cl:15])=O.O1CCCC1. (3) The reactants are: Cl.C([Si]([O:9][CH:10]([CH2:15][CH2:16][C:17]1[CH:22]=[CH:21][C:20]([C:23]([CH2:42][CH3:43])([C:26]2[CH:31]=[CH:30][C:29]([C:32]3[O:33][C:34]([CH:37]=[CH:38][O:39]C)=[CH:35][CH:36]=3)=[C:28]([CH3:41])[CH:27]=2)[CH2:24][CH3:25])=[CH:19][C:18]=1[CH3:44])[C:11]([CH3:14])([CH3:13])[CH3:12])(C)C)(C)(C)C.C(=O)(O)[O-:46].[Na+].P([O-])(O)(O)=O.[Na+].Cl[O-].[Na+].CC(=CC)C.S(=O)(=O)(O)[O-].[K+]. Given the product [CH2:42]([C:23]([C:26]1[CH:31]=[CH:30][C:29]([C:32]2[O:33][C:34]([CH2:37][C:38]([OH:46])=[O:39])=[CH:35][CH:36]=2)=[C:28]([CH3:41])[CH:27]=1)([C:20]1[CH:21]=[CH:22][C:17]([CH2:16][CH2:15][CH:10]([OH:9])[C:11]([CH3:13])([CH3:12])[CH3:14])=[C:18]([CH3:44])[CH:19]=1)[CH2:24][CH3:25])[CH3:43], predict the reactants needed to synthesize it.